Dataset: Reaction yield outcomes from USPTO patents with 853,638 reactions. Task: Predict the reaction yield, written as a fraction of the theoretical maximum amount of product (1.0 means a 100% yield; for example, 0.34 means a 34% yield). (1) The reactants are C([N:8]1[CH2:13][C@H:12]([CH3:14])[C:11](=[O:15])[C@H:10]([CH3:16])[CH2:9]1)C1C=CC=CC=1.[C:25](O[C:25]([O:27][C:28]([CH3:31])([CH3:30])[CH3:29])=[O:26])([O:27][C:28]([CH3:31])([CH3:30])[CH3:29])=[O:26].[H][H]. The catalyst is C(O)C.[OH-].[OH-].[Pd+2]. The product is [CH3:16][C@H:10]1[C:11](=[O:15])[C@@H:12]([CH3:14])[CH2:13][N:8]([C:25]([O:27][C:28]([CH3:29])([CH3:30])[CH3:31])=[O:26])[CH2:9]1. The yield is 0.900. (2) The reactants are Cl.[NH2:2][C:3]1[N:7]([C:8]2[CH:17]=[C:16]3[C:11]([CH2:12][CH2:13][NH:14][C:15]3=[O:18])=[CH:10][CH:9]=2)[N:6]=[C:5]([C:19]([CH3:22])([CH3:21])[CH3:20])[CH:4]=1.N1C=CC=CC=1.Cl[C:30]([O:32][CH2:33][C:34]([Cl:37])([Cl:36])[Cl:35])=[O:31]. The catalyst is C(Cl)Cl. The product is [C:19]([C:5]1[CH:4]=[C:3]([NH:2][C:30](=[O:31])[O:32][CH2:33][C:34]([Cl:37])([Cl:36])[Cl:35])[N:7]([C:8]2[CH:17]=[C:16]3[C:11]([CH2:12][CH2:13][NH:14][C:15]3=[O:18])=[CH:10][CH:9]=2)[N:6]=1)([CH3:22])([CH3:21])[CH3:20]. The yield is 0.570. (3) The reactants are [C:1]([O:5][C:6]([N:8]1[CH2:13][CH:12]2[CH:10]([O:11]2)[CH2:9]1)=[O:7])([CH3:4])([CH3:3])[CH3:2].[Cl:14][C:15]1[CH:20]=[CH:19][C:18]([C:21]([N:23]2[CH2:28][CH2:27][NH:26][CH2:25][CH2:24]2)=[O:22])=[CH:17][CH:16]=1. No catalyst specified. The product is [C:1]([O:5][C:6]([N:8]1[CH2:9][CH:10]([OH:11])[CH:12]([N:26]2[CH2:25][CH2:24][N:23]([C:21](=[O:22])[C:18]3[CH:17]=[CH:16][C:15]([Cl:14])=[CH:20][CH:19]=3)[CH2:28][CH2:27]2)[CH2:13]1)=[O:7])([CH3:2])([CH3:3])[CH3:4]. The yield is 0.840. (4) The reactants are CCC(C)[BH-](C(C)CC)C(C)CC.[Li+].Br[CH2:16][C:17]1[N:21]([C:22]2[C:27]([Cl:28])=[CH:26][C:25]([C:29]([F:32])([F:31])[F:30])=[CH:24][C:23]=2[Cl:33])[N:20]=[C:19]([C:34]#[N:35])[C:18]=1[S:36][C:37]([F:40])([F:39])[F:38].OO.O. The catalyst is C1COCC1.C(OCC)(=O)C. The product is [C:34]([C:19]1[C:18]([S:36][C:37]([F:38])([F:40])[F:39])=[C:17]([CH3:16])[N:21]([C:22]2[C:27]([Cl:28])=[CH:26][C:25]([C:29]([F:31])([F:32])[F:30])=[CH:24][C:23]=2[Cl:33])[N:20]=1)#[N:35]. The yield is 0.650. (5) The reactants are [NH2:1][C:2]1[CH:11]=[CH:10][C:9]2[C:4](=[CH:5][CH:6]=[CH:7][C:8]=2[OH:12])[CH:3]=1.[H-].[Na+].[CH3:15]I.O. The catalyst is CN(C)C=O. The product is [NH2:1][C:2]1[CH:11]=[CH:10][C:9]2[C:4](=[CH:5][CH:6]=[CH:7][C:8]=2[O:12][CH3:15])[CH:3]=1. The yield is 0.770. (6) The product is [C:8]([O:12][C:13]([N:15]1[CH2:21][CH2:20][C:19]2[C:22]([S:26][CH2:2][C:3]3[S:4][CH:5]=[N:6][N:7]=3)=[C:23]([Cl:36])[CH:24]=[CH:25][C:18]=2[CH2:17][CH2:16]1)=[O:14])([CH3:11])([CH3:10])[CH3:9]. The reactants are O[CH2:2][C:3]1[S:4][CH:5]=[N:6][N:7]=1.[C:8]([O:12][C:13]([N:15]1[CH2:21][CH2:20][C:19]2[C:22]([S:26]C(=O)N(C)C)=[CH:23][CH:24]=[CH:25][C:18]=2[CH2:17][CH2:16]1)=[O:14])([CH3:11])([CH3:10])[CH3:9].[OH-].[K+].S(Cl)([Cl:36])=O. The catalyst is CO. The yield is 0.700. (7) The catalyst is C1COCC1.[Pd]. The product is [CH3:1][O:2][C:3](=[O:21])[C:4]1[CH:9]=[C:8]([CH:10]([OH:12])[CH3:11])[C:7]([C:13]([F:16])([F:15])[F:14])=[CH:6][C:5]=1[NH:17][C:18](=[O:20])[CH3:19]. The yield is 0.910. The reactants are [CH3:1][O:2][C:3](=[O:21])[C:4]1[CH:9]=[C:8]([C:10](=[O:12])[CH3:11])[C:7]([C:13]([F:16])([F:15])[F:14])=[CH:6][C:5]=1[NH:17][C:18](=[O:20])[CH3:19]. (8) The reactants are [OH-].[Na+].[CH:3]1([CH2:6][S:7]([N:10]([C:18]2[C:19]([F:28])=[C:20]([C:24]([F:27])=[CH:25][CH:26]=2)[C:21]([OH:23])=[O:22])S(CC2CC2)(=O)=O)(=[O:9])=[O:8])[CH2:5][CH2:4]1. The catalyst is C1COCC1.CO. The product is [CH:3]1([CH2:6][S:7]([NH:10][C:18]2[C:19]([F:28])=[C:20]([C:24]([F:27])=[CH:25][CH:26]=2)[C:21]([OH:23])=[O:22])(=[O:8])=[O:9])[CH2:5][CH2:4]1. The yield is 0.510.